From a dataset of Forward reaction prediction with 1.9M reactions from USPTO patents (1976-2016). Predict the product of the given reaction. (1) Given the reactants C(C1[CH:36]=[C:35]([CH3:37])[C:6]([C:7]([NH:9][CH2:10][CH2:11][C@H:12]([N:14]2[CH2:19][CH2:18][CH:17]([N:20]([CH2:27][C:28]3[CH:29]=[N:30][CH:31]=[CH:32][C:33]=3[CH3:34])[C:21]3[CH:26]=[CH:25][CH:24]=[CH:23][CH:22]=3)[CH2:16][CH2:15]2)[CH3:13])=[O:8])=[C:5]([CH3:38])[CH:4]=1)#N.[OH-:39].[Na+].[CH3:41][CH2:42][OH:43], predict the reaction product. The product is: [CH3:37][C:35]1[CH:36]=[C:41]([CH:4]=[C:5]([CH3:38])[C:6]=1[C:7]([NH:9][CH2:10][CH2:11][C@H:12]([N:14]1[CH2:19][CH2:18][CH:17]([N:20]([CH2:27][C:28]2[CH:29]=[N:30][CH:31]=[CH:32][C:33]=2[CH3:34])[C:21]2[CH:26]=[CH:25][CH:24]=[CH:23][CH:22]=2)[CH2:16][CH2:15]1)[CH3:13])=[O:8])[C:42]([OH:39])=[O:43]. (2) Given the reactants Cl[C:2]1[CH:7]=[C:6]([O:8][C@H:9]([CH3:12])[CH2:10][CH3:11])[CH:5]=[CH:4][C:3]=1[F:13].[F-].[Cs+].[CH2:16]([Sn](CCCC)(CCCC)C=C)[CH2:17]CC, predict the reaction product. The product is: [F:13][C:3]1[CH:4]=[CH:5][C:6]([O:8][C@H:9]([CH3:12])[CH2:10][CH3:11])=[CH:7][C:2]=1[CH:16]=[CH2:17]. (3) Given the reactants [CH2:1]([CH2:3][NH2:4])[OH:2].O=[C:6]1[CH2:11][CH2:10][N:9]([C:12]([O:14][C:15]([CH3:18])([CH3:17])[CH3:16])=[O:13])[CH2:8][CH2:7]1, predict the reaction product. The product is: [OH:2][CH2:1][CH2:3][NH:4][CH:6]1[CH2:11][CH2:10][N:9]([C:12]([O:14][C:15]([CH3:18])([CH3:17])[CH3:16])=[O:13])[CH2:8][CH2:7]1. (4) Given the reactants B(Br)(Br)Br.C[O:6][C:7]1[CH:8]=[C:9]([C:15]([C@@H:17]2[C@:26]3([CH3:27])[C@H:21]([C:22]([CH3:29])([CH3:28])[CH2:23][CH2:24][CH2:25]3)[CH2:20][C@H:19]([CH2:30][NH:31][C:32](=[O:34])[CH3:33])[C@H:18]2[CH3:35])=[O:16])[CH:10]=[C:11]([O:13]C)[CH:12]=1, predict the reaction product. The product is: [OH:6][C:7]1[CH:8]=[C:9]([C:15]([C@@H:17]2[C@:26]3([CH3:27])[C@H:21]([C:22]([CH3:28])([CH3:29])[CH2:23][CH2:24][CH2:25]3)[CH2:20][C@H:19]([CH2:30][NH:31][C:32](=[O:34])[CH3:33])[C@H:18]2[CH3:35])=[O:16])[CH:10]=[C:11]([OH:13])[CH:12]=1. (5) Given the reactants [Cl:1][C:2]1[C:7]([CH3:8])=[CH:6][C:5]([S:9]([NH:12][C:13]2[CH:14]=[C:15]([C:19]3[CH:24]=[C:23]([CH3:25])[C:22]([C:26](O)=[O:27])=[C:21]([CH3:29])[CH:20]=3)[CH:16]=[CH:17][CH:18]=2)(=[O:11])=[O:10])=[C:4]([CH3:30])[CH:3]=1.S(Cl)(Cl)=O.Cl.[CH3:36][O:37][C:38](=[O:43])[C@H:39]([NH2:42])[CH2:40][OH:41].CCN(C(C)C)C(C)C, predict the reaction product. The product is: [CH3:36][O:37][C:38](=[O:43])[C@H:39]([NH:42][C:26]([C:22]1[C:23]([CH3:25])=[CH:24][C:19]([C:15]2[CH:16]=[CH:17][CH:18]=[C:13]([NH:12][S:9]([C:5]3[CH:6]=[C:7]([CH3:8])[C:2]([Cl:1])=[CH:3][C:4]=3[CH3:30])(=[O:11])=[O:10])[CH:14]=2)=[CH:20][C:21]=1[CH3:29])=[O:27])[CH2:40][OH:41]. (6) Given the reactants [C:1]([N:4]1[CH2:9][CH2:8]C(=O)[CH2:6][CH2:5]1)(=[O:3])[CH3:2].[CH:11]([O:16][CH3:17])([O:14][CH3:15])OC, predict the reaction product. The product is: [C:1]([N:4]1[CH2:9][CH2:8][C:11]([O:14][CH3:15])([O:16][CH3:17])[CH2:6][CH2:5]1)(=[O:3])[CH3:2].